This data is from Forward reaction prediction with 1.9M reactions from USPTO patents (1976-2016). The task is: Predict the product of the given reaction. (1) Given the reactants [OH:1][CH:2]([CH:8]([N:15]([CH3:23])[C:16]1[CH:21]=[CH:20][C:19]([CH3:22])=[CH:18][CH:17]=1)[C:9]1[CH:14]=[CH:13][CH:12]=[CH:11][CH:10]=1)[C:3]([O:5]CC)=O.[CH2:24]([NH2:26])[CH3:25], predict the reaction product. The product is: [CH2:24]([NH:26][C:3](=[O:5])[CH:2]([OH:1])[CH:8]([N:15]([CH3:23])[C:16]1[CH:17]=[CH:18][C:19]([CH3:22])=[CH:20][CH:21]=1)[C:9]1[CH:10]=[CH:11][CH:12]=[CH:13][CH:14]=1)[CH3:25]. (2) The product is: [OH:12][C@H:13]1[CH2:17][N:16]([C:8](=[O:10])[CH2:7][C:5]2[O:4][N:3]=[C:2]([CH3:1])[CH:6]=2)[C@H:15]([C:18]([O:20][CH2:21][C:22]2[CH:27]=[CH:26][CH:25]=[CH:24][CH:23]=2)=[O:19])[CH2:14]1. Given the reactants [CH3:1][C:2]1[CH:6]=[C:5]([CH2:7][C:8]([OH:10])=O)[O:4][N:3]=1.Cl.[OH:12][C@H:13]1[CH2:17][NH:16][C@H:15]([C:18]([O:20][CH2:21][C:22]2[CH:27]=[CH:26][CH:25]=[CH:24][CH:23]=2)=[O:19])[CH2:14]1.CCN(C(C)C)C(C)C.CN(C(ON1N=NC2C=CC=NC1=2)=[N+](C)C)C.F[P-](F)(F)(F)(F)F.C(=O)(O)[O-].[Na+], predict the reaction product. (3) Given the reactants [CH:1]([C:3]1[CH:8]=[CH:7][N:6]2[C:9]([C:12]3[CH:13]=[C:14]([NH:18][C:19]([NH:21][CH2:22][C:23]([F:26])([F:25])[F:24])=[O:20])[CH:15]=[CH:16][CH:17]=3)=[CH:10][N:11]=[C:5]2[CH:4]=1)=[O:2].C(=O)([O-])[O-].[K+].[K+].CC1C=CC(S([CH2:43][N+:44]#[C-:45])(=O)=O)=CC=1, predict the reaction product. The product is: [O:2]1[C:1]([C:3]2[CH:8]=[CH:7][N:6]3[C:9]([C:12]4[CH:13]=[C:14]([NH:18][C:19]([NH:21][CH2:22][C:23]([F:26])([F:25])[F:24])=[O:20])[CH:15]=[CH:16][CH:17]=4)=[CH:10][N:11]=[C:5]3[CH:4]=2)=[CH:45][N:44]=[CH:43]1. (4) Given the reactants B(Br)(Br)Br.C(OC([N:12]1[CH:16]=[CH:15][CH:14]=[C:13]1[C:17]1[CH:22]=[C:21]([CH2:23][CH3:24])[CH:20]=[CH:19][C:18]=1[O:25]C)=O)(C)(C)C.O, predict the reaction product. The product is: [CH2:23]([C:21]1[CH:20]=[CH:19][C:18]([OH:25])=[C:17]([C:13]2[NH:12][CH:16]=[CH:15][CH:14]=2)[CH:22]=1)[CH3:24]. (5) Given the reactants [F:1][C:2]1[CH:3]=[C:4]([CH:6]=[CH:7][C:8]=1[O:9][CH3:10])[NH2:5].Cl.[NH2:12]N, predict the reaction product. The product is: [F:1][C:2]1[CH:3]=[C:4]([NH:5][NH2:12])[CH:6]=[CH:7][C:8]=1[O:9][CH3:10]. (6) Given the reactants [Cl:1][C:2]1[CH:21]=[CH:20][C:5]([CH2:6][N:7]2[CH:12]=[N:11][C:10]([N:13]3[CH2:18][CH2:17][NH:16][CH2:15][CH2:14]3)=[N:9][C:8]2=[O:19])=[CH:4][CH:3]=1.Cl[C:23]1[CH:28]=[CH:27][C:26]([C:29]([F:32])([F:31])[F:30])=[CH:25][N:24]=1, predict the reaction product. The product is: [Cl:1][C:2]1[CH:21]=[CH:20][C:5]([CH2:6][N:7]2[CH:12]=[N:11][C:10]([N:13]3[CH2:18][CH2:17][N:16]([C:23]4[CH:28]=[CH:27][C:26]([C:29]([F:32])([F:31])[F:30])=[CH:25][N:24]=4)[CH2:15][CH2:14]3)=[N:9][C:8]2=[O:19])=[CH:4][CH:3]=1. (7) Given the reactants P(OCC)(OCC)(OCC)=O.O=P12OP3(OP(OP(O3)(O1)=O)(=O)O2)=O.[C:26]1(=[O:33])[CH2:31][CH2:30][CH2:29][C:28](=O)[CH2:27]1.[Br:34][C:35]1[CH:42]=[CH:41][C:38]([CH:39]=O)=[C:37]([S:43]([CH3:46])(=[O:45])=[O:44])[CH:36]=1.[F:47][C:48]([F:60])([F:59])[C:49]1[CH:50]=[C:51]([NH:55][C:56]([NH2:58])=[O:57])[CH:52]=[CH:53][CH:54]=1, predict the reaction product. The product is: [Br:34][C:35]1[CH:42]=[CH:41][C:38]([CH:39]2[C:27]3[C:26](=[O:33])[CH2:31][CH2:30][CH2:29][C:28]=3[N:55]([C:51]3[CH:52]=[CH:53][CH:54]=[C:49]([C:48]([F:59])([F:60])[F:47])[CH:50]=3)[C:56](=[O:57])[NH:58]2)=[C:37]([S:43]([CH3:46])(=[O:45])=[O:44])[CH:36]=1.